From a dataset of Reaction yield outcomes from USPTO patents with 853,638 reactions. Predict the reaction yield, written as a fraction of the theoretical maximum amount of product (1.0 means a 100% yield; for example, 0.34 means a 34% yield). (1) The reactants are [N:1]1([C:11](=[O:16])[C:12]([F:15])([F:14])[F:13])[C:10]2[C:5](=[CH:6][CH:7]=[CH:8][CH:9]=2)[CH2:4][CH2:3][CH2:2]1.[S:17]([Cl:21])(=O)(=[O:19])[OH:18]. The catalyst is O. The product is [F:13][C:12]([F:14])([F:15])[C:11]([N:1]1[C:10]2[C:5](=[CH:6][C:7]([S:17]([Cl:21])(=[O:19])=[O:18])=[CH:8][CH:9]=2)[CH2:4][CH2:3][CH2:2]1)=[O:16]. The yield is 0.210. (2) The reactants are [Cl:1][C:2]1[CH:8]=[CH:7][C:5]([NH2:6])=[C:4]([F:9])[CH:3]=1.[Li]CCCC.[C:15](Cl)(=[O:24])[O:16][CH2:17][C:18]1[CH:23]=[CH:22][CH:21]=[CH:20][CH:19]=1. The catalyst is C1COCC1. The product is [NH2:6][C:5]1[C:4]([F:9])=[C:3]([C:2]([Cl:1])=[CH:8][CH:7]=1)[C:15]([O:16][CH2:17][C:18]1[CH:23]=[CH:22][CH:21]=[CH:20][CH:19]=1)=[O:24]. The yield is 0.450.